Predict the product of the given reaction. From a dataset of Forward reaction prediction with 1.9M reactions from USPTO patents (1976-2016). (1) The product is: [ClH:40].[CH2:28]1[C:27]2[S:39][C:22]3[CH:21]=[C:20]([N:3]4[CH:4]=[CH:5][C:6]([O:8][CH2:9][C:10]5[CH:11]=[N:12][C:13]([C:16]([F:18])([F:17])[F:19])=[CH:14][CH:15]=5)=[CH:7][C:2]4=[O:1])[CH:25]=[CH:24][C:23]=3[C:26]=2[CH2:31][CH2:30][NH:29]1. Given the reactants [O:1]=[C:2]1[CH:7]=[C:6]([O:8][CH2:9][C:10]2[CH:11]=[N:12][C:13]([C:16]([F:19])([F:18])[F:17])=[CH:14][CH:15]=2)[CH:5]=[CH:4][N:3]1[C:20]1[CH:25]=[CH:24][C:23]2[C:26]3[CH2:31][CH2:30][N:29](C(OC(C)(C)C)=O)[CH2:28][C:27]=3[S:39][C:22]=2[CH:21]=1.[ClH:40], predict the reaction product. (2) Given the reactants [Cl:1][C:2]1[C:7]([C:8](O)([CH3:10])[CH3:9])=[CH:6][CH:5]=[CH:4][N:3]=1.C(N(S(F)(F)[F:18])CC)C, predict the reaction product. The product is: [Cl:1][C:2]1[C:7]([C:8]([F:18])([CH3:10])[CH3:9])=[CH:6][CH:5]=[CH:4][N:3]=1. (3) Given the reactants [C:1]1([CH3:7])[CH:6]=[CH:5][CH:4]=[CH:3][CH:2]=1.[CH3:8][CH2:9][CH2:10][CH2:11][CH2:12][CH3:13].[CH2:14]([O:18][CH2:19][C:20]1[CH:25]=[CH:24][C:23]([CH:26]=[CH2:27])=[CH:22][CH:21]=1)[CH:15]1[O:17][CH2:16]1, predict the reaction product. The product is: [OH:17][C:10]1[CH:9]=[CH:8][C:13]([CH:1]=[CH2:7])=[CH:12][CH:11]=1.[CH2:14]([O:18][CH2:19][C:20]1[CH:25]=[CH:24][C:23]([CH:26]=[CH2:27])=[CH:22][CH:21]=1)[CH:15]1[O:17][CH2:16]1.[CH2:8]=[CH:7][C:1]1[CH:6]=[CH:5][CH:4]=[CH:3][CH:2]=1. (4) Given the reactants [CH3:1][N:2]1[CH:6]=[C:5]([C:7]2[N:12]=[C:11]3[N:13]([CH2:16][CH:17]4[CH2:22][CH2:21][CH2:20][N:19]([C:23]5[N:28]=[CH:27][C:26]([C:29]6[CH:33]=[CH:32][N:31]([CH2:34][CH2:35][O:36]C7CCCCO7)[N:30]=6)=[CH:25][N:24]=5)[CH2:18]4)[N:14]=[N:15][C:10]3=[N:9][CH:8]=2)[CH:4]=[N:3]1.O1CCOCC1.[ClH:49], predict the reaction product. The product is: [ClH:49].[CH3:1][N:2]1[CH:6]=[C:5]([C:7]2[N:12]=[C:11]3[N:13]([CH2:16][CH:17]4[CH2:22][CH2:21][CH2:20][N:19]([C:23]5[N:24]=[CH:25][C:26]([C:29]6[CH:33]=[CH:32][N:31]([CH2:34][CH2:35][OH:36])[N:30]=6)=[CH:27][N:28]=5)[CH2:18]4)[N:14]=[N:15][C:10]3=[N:9][CH:8]=2)[CH:4]=[N:3]1. (5) The product is: [Br:1][C:2]1[CH:3]=[CH:4][C:5]([C:8]([C:10]2[CH:11]=[N:12][CH:13]=[N:14][CH:15]=2)([OH:9])[C:16]([CH3:18])([CH3:17])[CH2:19][CH3:20])=[N:6][CH:7]=1. Given the reactants [Br:1][C:2]1[CH:3]=[CH:4][C:5]([C:8]([C:10]2[CH:11]=[N:12][CH:13]=[N:14][CH:15]=2)=[O:9])=[N:6][CH:7]=1.[C:16]([Mg]Cl)([CH2:19][CH3:20])([CH3:18])[CH3:17].CCOCC, predict the reaction product. (6) Given the reactants [CH3:1][C:2]1([CH3:13])[CH2:7][CH2:6][CH2:5][C:4]([C:8](=[O:12])/[CH:9]=[CH:10]/[CH3:11])=[CH:3]1.O, predict the reaction product. The product is: [CH3:11][C@H:10]1[C@H:3]2[C:4](=[CH:5][CH2:6][CH2:7][C:2]2([CH3:1])[CH3:13])[C:8](=[O:12])[CH2:9]1. (7) Given the reactants [CH3:1][CH:2]1[CH2:8][C:7]2[CH:9]=[C:10]3[O:15][CH2:14][O:13][C:11]3=[CH:12][C:6]=2[C:5]([C:16]2[CH:21]=[CH:20][C:19]([N+:22]([O-:24])=[O:23])=[CH:18][CH:17]=2)=[N:4][NH:3]1.[Cl:25][CH2:26][CH2:27][N:28]=[C:29]=[O:30], predict the reaction product. The product is: [Cl:25][CH2:26][CH2:27][NH:28][C:29]([N:3]1[CH:2]([CH3:1])[CH2:8][C:7]2[CH:9]=[C:10]3[O:15][CH2:14][O:13][C:11]3=[CH:12][C:6]=2[C:5]([C:16]2[CH:21]=[CH:20][C:19]([N+:22]([O-:24])=[O:23])=[CH:18][CH:17]=2)=[N:4]1)=[O:30]. (8) Given the reactants [O:1]1[CH2:6][CH2:5][CH2:4][CH2:3][CH:2]1[N:7]1[C:11]2=[N:12][CH:13]=[CH:14][CH:15]=[C:10]2[C:9]([CH2:16][CH2:17]O)=[N:8]1.[Cl:19][C:20]1[CH:21]=[C:22]([CH:25]=[C:26]([O:28][C:29]2[C:30](=[O:36])[NH:31][CH:32]=[CH:33][C:34]=2[CH3:35])[CH:27]=1)[C:23]#[N:24].C1(P(C2C=CC=CC=2)C2C=CC=CC=2)C=CC=CC=1.CC(OC(/N=N/C(OC(C)C)=O)=O)C, predict the reaction product. The product is: [Cl:19][C:20]1[CH:21]=[C:22]([CH:25]=[C:26]([O:28][C:29]2[C:30](=[O:36])[N:31]([CH2:17][CH2:16][C:9]3[C:10]4[C:11](=[N:12][CH:13]=[CH:14][CH:15]=4)[N:7]([CH:2]4[CH2:3][CH2:4][CH2:5][CH2:6][O:1]4)[N:8]=3)[CH:32]=[CH:33][C:34]=2[CH3:35])[CH:27]=1)[C:23]#[N:24].